Task: Predict the reactants needed to synthesize the given product.. Dataset: Full USPTO retrosynthesis dataset with 1.9M reactions from patents (1976-2016) (1) Given the product [NH2:1][C:2]1[C:7]([F:8])=[C:6]([C:9]2[CH:14]=[CH:13][C:12]([Cl:15])=[C:11]([O:16][CH2:17][CH3:18])[C:10]=2[F:19])[N:5]=[C:4]([C:20]([O:22][CH2:31][C:34]2[CH:39]=[CH:38][CH:37]=[CH:36][CH:35]=2)=[O:21])[C:3]=1[Cl:23].[NH2:26][C:27]1[C:32]([F:33])=[C:31]([C:34]2[CH:39]=[CH:38][C:37]([Cl:40])=[C:36]([O:41][CH2:42][CH3:43])[C:35]=2[F:44])[N:30]=[C:29]([C:45]([OH:47])=[O:46])[C:28]=1[Cl:49], predict the reactants needed to synthesize it. The reactants are: [NH2:1][C:2]1[C:7]([F:8])=[C:6]([C:9]2[CH:14]=[CH:13][C:12]([Cl:15])=[C:11]([O:16][CH2:17][CH3:18])[C:10]=2[F:19])[N:5]=[C:4]([C:20]([OH:22])=[O:21])[C:3]=1[Cl:23].[OH-].[Na+].[NH2:26][C:27]1[C:32]([F:33])=[C:31]([C:34]2[CH:39]=[CH:38][C:37]([Cl:40])=[C:36]([O:41][CH2:42][CH3:43])[C:35]=2[F:44])[N:30]=[C:29]([C:45]([O:47]C)=[O:46])[C:28]=1[Cl:49].Cl. (2) Given the product [C:1]([O:5][C:6](=[O:7])[NH:8][C@H:9]1[CH2:13][CH2:12][N:11]([CH2:18][C:17]2[CH:20]=[CH:21][C:22]([F:23])=[C:15]([F:14])[CH:16]=2)[CH2:10]1)([CH3:4])([CH3:2])[CH3:3], predict the reactants needed to synthesize it. The reactants are: [C:1]([O:5][C:6]([NH:8][C@H:9]1[CH2:13][CH2:12][NH:11][CH2:10]1)=[O:7])([CH3:4])([CH3:3])[CH3:2].[F:14][C:15]1[CH:16]=[C:17]([CH:20]=[CH:21][C:22]=1[F:23])[CH2:18]Br.C(N(C(C)C)CC)(C)C.O.C(=O)(O)[O-].[Na+]. (3) Given the product [O:41]=[S:7]1(=[O:6])[C:13]2[CH:14]=[CH:15][C:16]([O:18][C:19]3[CH:20]=[C:21]([CH:32]=[C:33]([O:35][C@@H:36]([CH3:40])[CH2:37][OH:38])[CH:34]=3)[C:22]([NH:24][C:25]3[CH:30]=[N:29][C:28]([CH3:31])=[CH:27][N:26]=3)=[O:23])=[CH:17][C:12]=2[O:11][CH2:10][CH2:9][CH2:8]1, predict the reactants needed to synthesize it. The reactants are: I[Si](C)(C)C.[O:6]=[S:7]1(=[O:41])[C:13]2[CH:14]=[CH:15][C:16]([O:18][C:19]3[CH:20]=[C:21]([CH:32]=[C:33]([O:35][C@@H:36]([CH3:40])[CH2:37][O:38]C)[CH:34]=3)[C:22]([NH:24][C:25]3[CH:30]=[N:29][C:28]([CH3:31])=[CH:27][N:26]=3)=[O:23])=[CH:17][C:12]=2[O:11][CH2:10][CH2:9][CH2:8]1.CO.S([O-])([O-])(=O)=S.[Na+].[Na+]. (4) Given the product [OH:1][C:2]1[CH:11]=[C:10]([C:12]([CH3:16])([CH3:17])[C:13]([NH:37][CH2:32][CH2:33][CH2:34][CH2:35][CH3:36])=[O:15])[CH:9]=[C:8]2[C:3]=1[C@@H:4]1[CH2:23][C:22]([CH3:24])=[CH:21][CH2:20][C@H:5]1[C:6]([CH3:18])([CH3:19])[O:7]2, predict the reactants needed to synthesize it. The reactants are: [OH:1][C:2]1[CH:11]=[C:10]([C:12]([CH3:17])([CH3:16])[C:13]([OH:15])=O)[CH:9]=[C:8]2[C:3]=1[C@@H:4]1[CH2:23][C:22]([CH3:24])=[CH:21][CH2:20][C@@H:5]1[C:6]([CH3:19])([CH3:18])[O:7]2.C(N(CC)CC)C.[CH2:32]([NH2:37])[CH2:33][CH2:34][CH2:35][CH3:36]. (5) The reactants are: [CH:1]1[C:11]2[CH2:10][CH2:9][C:8]3[CH:12]=[CH:13][CH:14]=[CH:15][C:7]=3[N:6]([CH2:16][CH:17]([OH:34])[CH2:18][NH:19][S:20]([C:23]3[CH:28]=[CH:27][C:26]([O:29][C:30]([F:33])([F:32])[F:31])=[CH:25][CH:24]=3)(=[O:22])=[O:21])[C:5]=2[CH:4]=[CH:3][CH:2]=1.C(N(CC)CC)C. Given the product [CH:1]1[C:11]2[CH2:10][CH2:9][C:8]3[CH:12]=[CH:13][CH:14]=[CH:15][C:7]=3[N:6]([CH2:16][C:17](=[O:34])[CH2:18][NH:19][S:20]([C:23]3[CH:24]=[CH:25][C:26]([O:29][C:30]([F:33])([F:31])[F:32])=[CH:27][CH:28]=3)(=[O:22])=[O:21])[C:5]=2[CH:4]=[CH:3][CH:2]=1, predict the reactants needed to synthesize it. (6) Given the product [CH2:37]([N:44]1[CH2:49][CH2:48][N:47]([C:21]2[N:20]=[CH:19][C:18]([N:16]([CH3:17])[C:14](=[O:15])[C:13]([C:5]3[CH:4]=[C:3]([C:2]([F:36])([F:35])[F:1])[CH:8]=[C:7]([C:9]([F:12])([F:11])[F:10])[CH:6]=3)([CH3:34])[CH3:33])=[C:23]([C:24]3[CH:29]=[CH:28][C:27]([F:30])=[CH:26][C:25]=3[CH3:31])[CH:22]=2)[C@H:46]([CH3:50])[CH2:45]1)[C:38]1[CH:39]=[CH:40][CH:41]=[CH:42][CH:43]=1, predict the reactants needed to synthesize it. The reactants are: [F:1][C:2]([F:36])([F:35])[C:3]1[CH:4]=[C:5]([C:13]([CH3:34])([CH3:33])[C:14]([N:16]([C:18]2[CH:19]=[N:20][C:21](Cl)=[CH:22][C:23]=2[C:24]2[CH:29]=[CH:28][C:27]([F:30])=[CH:26][C:25]=2[CH3:31])[CH3:17])=[O:15])[CH:6]=[C:7]([C:9]([F:12])([F:11])[F:10])[CH:8]=1.[CH2:37]([N:44]1[CH2:49][CH2:48][NH:47][C@H:46]([CH3:50])[CH2:45]1)[C:38]1[CH:43]=[CH:42][CH:41]=[CH:40][CH:39]=1.[OH-].[Na+].